This data is from Reaction yield outcomes from USPTO patents with 853,638 reactions. The task is: Predict the reaction yield, written as a fraction of the theoretical maximum amount of product (1.0 means a 100% yield; for example, 0.34 means a 34% yield). (1) The reactants are C[Si]([C:5]#[C:6][C:7]1[CH:12]=[CH:11][CH:10]=[CH:9][C:8]=1[C:13]1([C:16]([NH2:18])=[O:17])[CH2:15][CH2:14]1)(C)C.C(O)(=O)C.CCCC[N+](CCCC)(CCCC)CCCC.[F-].C1COCC1. The catalyst is C(Cl)Cl.O. The product is [C:6]([C:7]1[CH:12]=[CH:11][CH:10]=[CH:9][C:8]=1[C:13]1([C:16]([NH2:18])=[O:17])[CH2:15][CH2:14]1)#[CH:5]. The yield is 0.990. (2) The reactants are [C:1]1([O:7][P:8]([O:17][C@@H:18]2[C@@H:23]([CH2:24][O:25][C:26]([O:28][C:29]([CH3:35])([CH3:34])[C:30]([Cl:33])([Cl:32])[Cl:31])=[O:27])[O:22][C@H:21](Br)[C@H:20]([NH:37][C:38]([O:40][CH2:41][C:42]([Cl:45])([Cl:44])[Cl:43])=[O:39])[C@H:19]2[O:46][C:47](=[O:73])[CH2:48][C@H:49]([O:61][C:62](=[O:72])[CH2:63][CH2:64][CH2:65][CH2:66][CH2:67][CH2:68][CH2:69][CH2:70][CH3:71])[CH2:50][CH2:51][CH2:52][CH2:53][CH2:54][CH2:55][CH2:56][CH2:57][CH2:58][CH2:59][CH3:60])([O:10][C:11]2[CH:16]=[CH:15][CH:14]=[CH:13][CH:12]=2)=[O:9])[CH:6]=[CH:5][CH:4]=[CH:3][CH:2]=1.[C:74]([O:85][C@H:86]([CH2:97][CH2:98][CH2:99][CH2:100][CH2:101][CH2:102][CH2:103][CH2:104][CH2:105][CH2:106][CH3:107])[CH2:87][C:88]([N:90]1[CH2:94][CH2:93][CH2:92][C@H:91]1[CH2:95][OH:96])=[O:89])(=[O:84])[CH2:75][CH2:76][CH2:77][CH2:78][CH2:79][CH2:80][CH2:81][CH2:82][CH3:83].[Hg](C#N)C#N. The catalyst is ClCCCl.C(Cl)Cl. The product is [C:1]1([O:7][P:8]([O:17][C@@H:18]2[C@@H:23]([CH2:24][O:25][C:26]([O:28][C:29]([CH3:34])([CH3:35])[C:30]([Cl:32])([Cl:31])[Cl:33])=[O:27])[O:22][C@@H:21]([O:96][CH2:95][C@@H:91]3[CH2:92][CH2:93][CH2:94][N:90]3[C:88](=[O:89])[CH2:87][C@H:86]([O:85][C:74](=[O:84])[CH2:75][CH2:76][CH2:77][CH2:78][CH2:79][CH2:80][CH2:81][CH2:82][CH3:83])[CH2:97][CH2:98][CH2:99][CH2:100][CH2:101][CH2:102][CH2:103][CH2:104][CH2:105][CH2:106][CH3:107])[C@H:20]([NH:37][C:38]([O:40][CH2:41][C:42]([Cl:43])([Cl:44])[Cl:45])=[O:39])[C@H:19]2[O:46][C:47](=[O:73])[CH2:48][C@H:49]([O:61][C:62](=[O:72])[CH2:63][CH2:64][CH2:65][CH2:66][CH2:67][CH2:68][CH2:69][CH2:70][CH3:71])[CH2:50][CH2:51][CH2:52][CH2:53][CH2:54][CH2:55][CH2:56][CH2:57][CH2:58][CH2:59][CH3:60])([O:10][C:11]2[CH:12]=[CH:13][CH:14]=[CH:15][CH:16]=2)=[O:9])[CH:2]=[CH:3][CH:4]=[CH:5][CH:6]=1. The yield is 0.800. (3) The reactants are [Br:1][C:2]1[CH:7]=[CH:6][CH:5]=[C:4]([Cl:8])[CH:3]=1.[CH3:9][C:10]1([CH3:26])[C:14]([CH3:16])([CH3:15])[O:13][B:12]([B:12]2[O:13][C:14]([CH3:16])([CH3:15])[C:10]([CH3:26])([CH3:9])[O:11]2)[O:11]1. The catalyst is O1CCCC1.C(C1C=CN=C(C2C=C(C(C)(C)C)C=CN=2)C=1)(C)(C)C. The product is [Br:1][C:2]1[CH:7]=[C:6]([B:12]2[O:13][C:14]([CH3:16])([CH3:15])[C:10]([CH3:26])([CH3:9])[O:11]2)[CH:5]=[C:4]([Cl:8])[CH:3]=1. The yield is 0.780. (4) The reactants are [Cl:1][C:2]1[CH:3]=[C:4]([CH:7]=[CH:8][CH:9]=1)[CH2:5][NH2:6].C(N(CC)CC)C.[Cl:17][CH2:18][C:19]1[CH:27]=[CH:26][C:22]([C:23](Cl)=[O:24])=[CH:21][CH:20]=1. The catalyst is C(Cl)Cl. The product is [Cl:1][C:2]1[CH:3]=[C:4]([CH:7]=[CH:8][CH:9]=1)[CH2:5][NH:6][C:23](=[O:24])[C:22]1[CH:26]=[CH:27][C:19]([CH2:18][Cl:17])=[CH:20][CH:21]=1. The yield is 0.840. (5) The reactants are [F:1][C:2]1[CH:9]=[CH:8][CH:7]=[C:6]([F:10])[C:3]=1[CH:4]=O.[CH2:11]([NH2:15])[CH2:12][CH2:13][CH3:14]. The catalyst is C1(C)C=CC=CC=1.C(OCC)(=O)C.C1(C)C=CC(S(O)(=O)=O)=CC=1. The product is [CH2:11](/[N:15]=[CH:4]/[C:3]1[C:2]([F:1])=[CH:9][CH:8]=[CH:7][C:6]=1[F:10])[CH2:12][CH2:13][CH3:14]. The yield is 0.860.